This data is from Forward reaction prediction with 1.9M reactions from USPTO patents (1976-2016). The task is: Predict the product of the given reaction. Given the reactants [NH:1]1[CH:5]=[CH:4][C:3]([NH2:6])=[N:2]1.[F:7][C:8]1[C:13]([F:14])=[CH:12][C:11]([F:15])=[C:10](F)[N:9]=1.C(=O)([O-])[O-].[K+].[K+], predict the reaction product. The product is: [F:15][C:11]1[C:10]([N:1]2[CH:5]=[CH:4][C:3]([NH2:6])=[N:2]2)=[N:9][C:8]([F:7])=[C:13]([F:14])[CH:12]=1.